This data is from Full USPTO retrosynthesis dataset with 1.9M reactions from patents (1976-2016). The task is: Predict the reactants needed to synthesize the given product. (1) Given the product [F:22][C:21]1[CH:20]=[C:19]2[C:14]([CH:15]=[CH:16][CH:17]=[N:18]2)=[CH:13][C:12]=1[CH2:11][C:8]1[N:6]2[N:7]=[C:2]([C:33]3[CH:34]=[N:30][NH:31][CH:32]=3)[CH:3]=[CH:4][C:5]2=[N:10][CH:9]=1, predict the reactants needed to synthesize it. The reactants are: Cl[C:2]1[CH:3]=[CH:4][C:5]2[N:6]([C:8]([CH2:11][C:12]3[CH:13]=[C:14]4[C:19](=[CH:20][C:21]=3[F:22])[N:18]=[CH:17][CH:16]=[CH:15]4)=[CH:9][N:10]=2)[N:7]=1.C(OC([N:30]1[CH:34]=[C:33](B2OC(C)(C)C(C)(C)O2)[CH:32]=[N:31]1)=O)(C)(C)C.C([O-])([O-])=O.[K+].[K+]. (2) Given the product [NH2:1][C:2]1[N:3]=[C:4]([Cl:35])[C:5]([C:14]2[CH:15]=[CH:16][C:17](=[O:23])[N:18]([CH:20]([CH3:22])[CH3:21])[N:19]=2)=[C:6]([C:8]2[CH:13]=[CH:12][CH:11]=[CH:10][CH:9]=2)[N:7]=1, predict the reactants needed to synthesize it. The reactants are: [NH2:1][C:2]1[NH:3][C:4](=O)[C:5]([C:14]2[CH:15]=[CH:16][C:17](=[O:23])[N:18]([CH:20]([CH3:22])[CH3:21])[N:19]=2)=[C:6]([C:8]2[CH:13]=[CH:12][CH:11]=[CH:10][CH:9]=2)[N:7]=1.Cl.C(N(CC)CC)C.P(Cl)(Cl)([Cl:35])=O.C(=O)([O-])O.[Na+]. (3) Given the product [Br:13][C:14]1[CH:19]=[CH:18][C:17]([C:4]2[C:5]([O:8][CH3:9])=[N:6][CH:7]=[C:2]([F:1])[CH:3]=2)=[CH:16][C:15]=1[O:21][CH3:22], predict the reactants needed to synthesize it. The reactants are: [F:1][C:2]1[CH:3]=[C:4](B(O)O)[C:5]([O:8][CH3:9])=[N:6][CH:7]=1.[Br:13][C:14]1[CH:19]=[CH:18][C:17](I)=[CH:16][C:15]=1[O:21][CH3:22].C(=O)([O-])[O-].[K+].[K+]. (4) Given the product [CH2:16]([NH:19][S:12]([C:3]1[C:4]([Cl:11])=[CH:5][CH:6]=[C:7]([N+:8]([O-:10])=[O:9])[C:2]=1[Cl:1])(=[O:14])=[O:13])[CH2:17][CH3:18], predict the reactants needed to synthesize it. The reactants are: [Cl:1][C:2]1[C:7]([N+:8]([O-:10])=[O:9])=[CH:6][CH:5]=[C:4]([Cl:11])[C:3]=1[S:12](Cl)(=[O:14])=[O:13].[CH2:16]([NH2:19])[CH2:17][CH3:18].C(N(CC)CC)C. (5) Given the product [CH3:11][N:12]1[CH2:2][C:3]2[N:4]=[CH:5][S:6][C:7]=2[CH2:8][N:13]1[CH3:14], predict the reactants needed to synthesize it. The reactants are: Br[CH2:2][C:3]1[N:4]=[CH:5][S:6][C:7]=1[CH2:8]Br.Cl.[CH3:11][NH:12][NH:13][CH3:14].C(N(CC)CC)C. (6) The reactants are: [Cl:1][C:2]1[C:10]([F:11])=[CH:9][CH:8]=[CH:7][C:3]=1[C:4]([OH:6])=O.[F:12][C:13]1([F:29])[CH2:18][CH2:17][CH:16]([CH:19]([C:22]2[CH:23]=[N:24][C:25]([CH3:28])=[N:26][CH:27]=2)[CH2:20][NH2:21])[CH2:15][CH2:14]1. Given the product [Cl:1][C:2]1[C:10]([F:11])=[CH:9][CH:8]=[CH:7][C:3]=1[C:4]([NH:21][CH2:20][CH:19]([CH:16]1[CH2:17][CH2:18][C:13]([F:29])([F:12])[CH2:14][CH2:15]1)[C:22]1[CH:23]=[N:24][C:25]([CH3:28])=[N:26][CH:27]=1)=[O:6], predict the reactants needed to synthesize it. (7) Given the product [OH:32][C@@:24]1([CH2:29][O:30][CH3:31])[CH2:25][CH2:26][CH2:27][CH2:28][C@H:23]1[N:15]1[C:16]([C:17]2[CH:22]=[CH:21][CH:20]=[CH:19][CH:18]=2)=[C:12]([C:10]([N:9]2[CH2:8][CH2:7][N:6]([C:33]([O:35][C:36]([CH3:39])([CH3:38])[CH3:37])=[O:34])[CH2:5][C@H:4]2[CH2:3][CH2:2][O:1][C:58]([N:50]2[CH2:47][CH2:48][CH2:49][CH2:44]2)=[O:59])=[O:11])[N:13]=[CH:14]1, predict the reactants needed to synthesize it. The reactants are: [OH:1][CH2:2][CH2:3][C@H:4]1[N:9]([C:10]([C:12]2[N:13]=[CH:14][N:15]([C@@H:23]3[CH2:28][CH2:27][CH2:26][CH2:25][C@@:24]3([OH:32])[CH2:29][O:30][CH3:31])[C:16]=2[C:17]2[CH:22]=[CH:21][CH:20]=[CH:19][CH:18]=2)=[O:11])[CH2:8][CH2:7][N:6]([C:33]([O:35][C:36]([CH3:39])([CH3:38])[CH3:37])=[O:34])[CH2:5]1.ClC(O[C:44]1[CH:49]=[CH:48][C:47]([N+:50]([O-])=O)=CC=1)=O.N1CCCC1.[C:58](=O)([O-])[OH:59].[Na+].